From a dataset of Catalyst prediction with 721,799 reactions and 888 catalyst types from USPTO. Predict which catalyst facilitates the given reaction. (1) Reactant: [CH3:1][O:2][C:3](=[O:24])[C@H:4]([CH2:13][C:14]1[CH:19]=[CH:18][C:17]([OH:20])=[C:16]([N+:21]([O-])=O)[CH:15]=1)[NH:5][C:6]([O:8][C:9]([CH3:12])([CH3:11])[CH3:10])=[O:7]. Product: [CH3:1][O:2][C:3](=[O:24])[C@H:4]([CH2:13][C:14]1[CH:19]=[CH:18][C:17]([OH:20])=[C:16]([NH2:21])[CH:15]=1)[NH:5][C:6]([O:8][C:9]([CH3:12])([CH3:10])[CH3:11])=[O:7]. The catalyst class is: 19. (2) Reactant: [C:1](C1NC=CN=1)(C1NC=CN=1)=S.[CH3:13][O:14][C:15]1[CH:16]=[C:17]2[C:22](=[CH:23][C:24]=1[O:25][CH3:26])[N:21]=[CH:20][CH:19]=[C:18]2[O:27][C:28]1[CH:29]=[C:30]2[C:35](=[CH:36][CH:37]=1)[C:34]([NH2:38])=[CH:33][CH:32]=[CH:31]2.[NH2:39][C:40]1[CH:45]=[CH:44][CH:43]=[CH:42][C:41]=1[OH:46].C(Cl)CCl. The catalyst class is: 759. Product: [CH3:13][O:14][C:15]1[CH:16]=[C:17]2[C:22](=[CH:23][C:24]=1[O:25][CH3:26])[N:21]=[CH:20][CH:19]=[C:18]2[O:27][C:28]1[CH:29]=[C:30]2[C:35](=[CH:36][CH:37]=1)[C:34]([NH:38][C:1]1[O:46][C:41]3[CH:42]=[CH:43][CH:44]=[CH:45][C:40]=3[N:39]=1)=[CH:33][CH:32]=[CH:31]2. (3) Reactant: [CH2:1]([N:5]([C:23]1[CH:24]=[C:25]([C:29]2[CH:34]=[CH:33][C:32]([C:35]([F:38])([F:37])[F:36])=[CH:31][CH:30]=2)[CH:26]=[CH:27][CH:28]=1)[S:6]([C:9]1[CH:21]=[CH:20][C:12]([O:13][CH2:14][C:15]([O:17]CC)=[O:16])=[C:11]([CH3:22])[CH:10]=1)(=[O:8])=[O:7])[CH2:2][CH2:3][CH3:4].[OH-].[Na+]. Product: [CH2:1]([N:5]([C:23]1[CH:24]=[C:25]([C:29]2[CH:30]=[CH:31][C:32]([C:35]([F:38])([F:36])[F:37])=[CH:33][CH:34]=2)[CH:26]=[CH:27][CH:28]=1)[S:6]([C:9]1[CH:21]=[CH:20][C:12]([O:13][CH2:14][C:15]([OH:17])=[O:16])=[C:11]([CH3:22])[CH:10]=1)(=[O:7])=[O:8])[CH2:2][CH2:3][CH3:4]. The catalyst class is: 111.